Dataset: Full USPTO retrosynthesis dataset with 1.9M reactions from patents (1976-2016). Task: Predict the reactants needed to synthesize the given product. (1) Given the product [NH2:1][C:2]1[CH:10]=[C:9]([F:11])[C:8]([F:12])=[CH:7][C:3]=1[C:4]([NH2:23])=[O:5], predict the reactants needed to synthesize it. The reactants are: [NH2:1][C:2]1[CH:10]=[C:9]([F:11])[C:8]([F:12])=[CH:7][C:3]=1[C:4](O)=[O:5].O1CCCC1.C(Cl)(Cl)=O.[OH-].[NH4+:23]. (2) Given the product [CH:11]12[CH2:17][CH:14]([CH:15]=[CH:16]1)[CH2:13][CH:12]2[CH2:18][CH2:19][C:20]([O:7][CH2:6][CH2:5][CH2:4][C:3]([CH2:8][CH3:9])([OH:10])[CH2:1][CH3:2])=[O:21], predict the reactants needed to synthesize it. The reactants are: [CH2:1]([C:3]([OH:10])([CH2:8][CH3:9])[CH2:4][CH2:5][CH2:6][OH:7])[CH3:2].[CH:11]12[CH2:17][CH:14]([CH:15]=[CH:16]1)[CH2:13][CH:12]2[CH2:18][CH2:19][C:20](OC)=[O:21]. (3) Given the product [Cl:1][C:2]1[CH:3]=[C:4]([NH:5][C:12]2[C:21]3[C:16](=[CH:17][CH:18]=[C:19]([N+:22]([O-:24])=[O:23])[CH:20]=3)[N:15]=[CH:14][N:13]=2)[C:6]([F:10])=[CH:7][C:8]=1[Cl:9], predict the reactants needed to synthesize it. The reactants are: [Cl:1][C:2]1[CH:3]=[C:4]([C:6]([F:10])=[CH:7][C:8]=1[Cl:9])[NH2:5].Cl[C:12]1[C:21]2[C:16](=[CH:17][CH:18]=[C:19]([N+:22]([O-:24])=[O:23])[CH:20]=2)[N:15]=[CH:14][N:13]=1. (4) Given the product [CH3:2][C:1]([CH3:4])([CH3:3])[CH:12]([C:10]1[N:11]=[C:7]([CH3:6])[N:8]([C:14]([C:15]2[CH:20]=[CH:19][CH:18]=[CH:17][CH:16]=2)([C:27]2[CH:32]=[CH:31][CH:30]=[CH:29][CH:28]=2)[C:21]2[CH:22]=[CH:23][CH:24]=[CH:25][CH:26]=2)[CH:9]=1)[OH:13], predict the reactants needed to synthesize it. The reactants are: [C:1]([Li])([CH3:4])([CH3:3])[CH3:2].[CH3:6][C:7]1[N:8]([C:14]([C:27]2[CH:32]=[CH:31][CH:30]=[CH:29][CH:28]=2)([C:21]2[CH:26]=[CH:25][CH:24]=[CH:23][CH:22]=2)[C:15]2[CH:20]=[CH:19][CH:18]=[CH:17][CH:16]=2)[CH:9]=[C:10]([CH:12]=[O:13])[N:11]=1. (5) The reactants are: [CH:1]1([NH2:4])[CH2:3][CH2:2]1.C(O)(=O)C.[CH3:9][C:10]1([C:14]2[CH:21]=[CH:20][CH:19]=[CH:18][C:15]=2[CH:16]=O)[CH2:13][O:12][CH2:11]1.C([BH3-])#N.[Na+]. Given the product [CH3:9][C:10]1([C:14]2[CH:21]=[CH:20][CH:19]=[CH:18][C:15]=2[CH2:16][NH:4][CH:1]2[CH2:3][CH2:2]2)[CH2:11][O:12][CH2:13]1, predict the reactants needed to synthesize it. (6) The reactants are: [NH2:1][C@@H:2]([C:8]1[CH:9]=[CH:10][C:11]([Cl:16])=[C:12]([CH:15]=1)[C:13]#[N:14])[CH2:3][N:4]1[CH2:7][CH2:6][CH2:5]1.O[C:18]1[C:19]2[CH:27]=[CH:26][CH:25]=[C:24]([C:28]([NH2:30])=[O:29])[C:20]=2[N:21]=[N:22][N:23]=1. Given the product [N:4]1([CH2:3][C@@H:2]([NH:1][C:18]2[C:19]3[CH:27]=[CH:26][CH:25]=[C:24]([C:28]([NH2:30])=[O:29])[C:20]=3[N:21]=[N:22][N:23]=2)[C:8]2[CH:9]=[CH:10][C:11]([Cl:16])=[C:12]([C:13]#[N:14])[CH:15]=2)[CH2:7][CH2:6][CH2:5]1, predict the reactants needed to synthesize it. (7) Given the product [Cl:21][C:17]1[CH:16]=[C:15]([S:12]([NH:11][C:9]2[CH:8]=[C:7]([CH3:22])[N:6]=[C:5]3[S:4][C:3]([C:23]4[CH:24]=[N:25][NH:26][CH:27]=4)=[C:2]([C:35]4[CH:34]=[CH:33][CH:32]=[C:31]([N:29]([CH3:30])[CH3:28])[CH:36]=4)[C:10]=23)(=[O:14])=[O:13])[CH:20]=[CH:19][CH:18]=1, predict the reactants needed to synthesize it. The reactants are: Br[C:2]1[C:10]2[C:5](=[N:6][C:7]([CH3:22])=[CH:8][C:9]=2[NH:11][S:12]([C:15]2[CH:20]=[CH:19][CH:18]=[C:17]([Cl:21])[CH:16]=2)(=[O:14])=[O:13])[S:4][C:3]=1[C:23]1[CH:24]=[N:25][NH:26][CH:27]=1.[CH3:28][N:29]([C:31]1[CH:32]=[C:33](B(O)O)[CH:34]=[CH:35][CH:36]=1)[CH3:30].C(=O)([O-])[O-].[K+].[K+].